This data is from Full USPTO retrosynthesis dataset with 1.9M reactions from patents (1976-2016). The task is: Predict the reactants needed to synthesize the given product. (1) Given the product [Cl:21][C:18]1[CH:19]=[CH:20][C:15]([C:8]2[CH:9]=[CH:10][C:5]([C:3]([O:2][CH3:1])=[O:4])=[CH:6][CH:7]=2)=[N:16][CH:17]=1, predict the reactants needed to synthesize it. The reactants are: [CH3:1][O:2][C:3]([C:5]1[CH:10]=[CH:9][C:8](B(O)O)=[CH:7][CH:6]=1)=[O:4].Cl[C:15]1[CH:20]=[CH:19][C:18]([Cl:21])=[CH:17][N:16]=1. (2) Given the product [NH2:5][C:4]1[S:12][CH:13]=[CH:14][C:3]=1[C:2]([C:6]1[CH:11]=[CH:10][CH:9]=[CH:8][CH:7]=1)=[O:1], predict the reactants needed to synthesize it. The reactants are: [O:1]=[C:2]([C:6]1[CH:11]=[CH:10][CH:9]=[CH:8][CH:7]=1)[CH2:3][C:4]#[N:5].[S:12]1CC(O)S[CH2:14][CH:13]1O.C(NCC)C. (3) Given the product [F:22][CH:23]([F:33])[O:24][C:25]1[CH:26]=[C:27]([C:28]2[NH:1][C:2]3=[N:7][C:6]([N:8]4[CH2:13][CH2:12][CH2:11][C@@H:10]([C:14]([N:16]([CH3:18])[CH3:17])=[O:15])[CH2:9]4)=[CH:5][CH:4]=[C:3]3[N:19]=2)[CH:30]=[CH:31][CH:32]=1, predict the reactants needed to synthesize it. The reactants are: [NH2:1][C:2]1[N:7]=[C:6]([N:8]2[CH2:13][CH2:12][CH2:11][C@@H:10]([C:14]([N:16]([CH3:18])[CH3:17])=[O:15])[CH2:9]2)[CH:5]=[CH:4][C:3]=1[N+:19]([O-])=O.[F:22][CH:23]([F:33])[O:24][C:25]1[CH:26]=[C:27]([CH:30]=[CH:31][CH:32]=1)[CH:28]=O.O.S(S([O-])=O)([O-])=O.[Na+].[Na+]. (4) Given the product [Cl:12][C:13]1[CH:22]=[CH:21][CH:20]=[C:19]([F:23])[C:14]=1[CH:15]([N:16]([CH3:18])[CH3:17])[C:4]1[C:5]2[C:10](=[CH:9][CH:8]=[CH:7][CH:6]=2)[N:2]([CH3:1])[CH:3]=1, predict the reactants needed to synthesize it. The reactants are: [CH3:1][N:2]1[C:10]2[C:5](=[CH:6][CH:7]=[CH:8][CH:9]=2)[CH:4]=[CH:3]1.[Cl-].[Cl:12][C:13]1[CH:22]=[CH:21][CH:20]=[C:19]([F:23])[C:14]=1[CH:15]=[N+:16]([CH3:18])[CH3:17].ClC1C=CC=C(F)C=1C=O.CNC. (5) Given the product [CH3:1][C:2]1[C:3]([CH3:20])=[CH:4][C:5]2[O:19][CH2:18][C:8]3([C:16]4[C:11](=[CH:12][CH:13]=[CH:14][CH:15]=4)[N:10]([CH2:40][CH:41]4[CH2:36][CH2:37][O:42][CH2:34][CH2:33]4)[C:9]3=[O:17])[C:6]=2[CH:7]=1, predict the reactants needed to synthesize it. The reactants are: [CH3:1][C:2]1[C:3]([CH3:20])=[CH:4][C:5]2[O:19][CH2:18][C:8]3([C:16]4[C:11](=[CH:12][CH:13]=[CH:14][CH:15]=4)[NH:10][C:9]3=[O:17])[C:6]=2[CH:7]=1.CC1C2C=C3[C:33]4([C:41]5[C:36](=[CH:37]C=C[CH:40]=5)N[C:34]4=[O:42])COC3=CC=2ON=1.BrCC1CCOCC1.BrCC1OC(C(F)(F)F)=CC=1. (6) The reactants are: O=[C:2]1[CH2:6][CH2:5][N:4](C(OC(C)(C)C)=O)[CH2:3]1.[N:14]1([C:20]([O:22][CH2:23][C:24]2[CH:29]=[CH:28][CH:27]=[CH:26][CH:25]=2)=[O:21])[CH2:19][CH2:18][NH:17][CH2:16][CH2:15]1.C([BH3-])#N.[Na+].O. Given the product [NH:4]1[CH2:5][CH2:6][CH:2]([N:17]2[CH2:16][CH2:15][N:14]([C:20]([O:22][CH2:23][C:24]3[CH:29]=[CH:28][CH:27]=[CH:26][CH:25]=3)=[O:21])[CH2:19][CH2:18]2)[CH2:3]1, predict the reactants needed to synthesize it.